From a dataset of Forward reaction prediction with 1.9M reactions from USPTO patents (1976-2016). Predict the product of the given reaction. (1) Given the reactants [Br:1][C:2]1[CH:3]=[N:4][C:5]2[N:6]([N:8]=[C:9]([C:11]([OH:13])=O)[CH:10]=2)[CH:7]=1.[CH3:14][N:15]1[C:24]2[C:19](=[CH:20][C:21]([NH:25][C:26](=[O:28])[CH3:27])=[CH:22][CH:23]=2)[CH2:18][CH2:17][NH:16]1, predict the reaction product. The product is: [Br:1][C:2]1[CH:3]=[N:4][C:5]2[N:6]([N:8]=[C:9]([C:11]([N:16]3[CH2:17][CH2:18][C:19]4[C:24](=[CH:23][CH:22]=[C:21]([NH:25][C:26](=[O:28])[CH3:27])[CH:20]=4)[N:15]3[CH3:14])=[O:13])[CH:10]=2)[CH:7]=1. (2) Given the reactants CN(C(ON1N=NC2C=CC=NC1=2)=[N+](C)C)C.F[P-](F)(F)(F)(F)F.[F:25][C:26]1[C:39]([CH2:40][N:41]2[CH2:61][CH2:60][C:44]3([O:49][CH2:48][CH2:47][N:46]([C:50]([C:52]4[N:53]=[C:54]([CH:57]([CH3:59])[CH3:58])[S:55][CH:56]=4)=[O:51])[CH2:45]3)[CH2:43][CH2:42]2)=[CH:38][CH:37]=[CH:36][C:27]=1[CH2:28][CH2:29][O:30][CH2:31][CH2:32][C:33](O)=[O:34].CCN(C(C)C)C(C)C.[CH3:71][O:72][CH:73]([O:83][CH3:84])[CH2:74][NH:75][CH:76]1[CH2:82][CH2:81][CH2:80][CH2:79][CH2:78][CH2:77]1, predict the reaction product. The product is: [CH:76]1([N:75]([CH2:74][CH:73]([O:83][CH3:84])[O:72][CH3:71])[C:33](=[O:34])[CH2:32][CH2:31][O:30][CH2:29][CH2:28][C:27]2[CH:36]=[CH:37][CH:38]=[C:39]([CH2:40][N:41]3[CH2:42][CH2:43][C:44]4([O:49][CH2:48][CH2:47][N:46]([C:50]([C:52]5[N:53]=[C:54]([CH:57]([CH3:59])[CH3:58])[S:55][CH:56]=5)=[O:51])[CH2:45]4)[CH2:60][CH2:61]3)[C:26]=2[F:25])[CH2:82][CH2:81][CH2:80][CH2:79][CH2:78][CH2:77]1. (3) Given the reactants [CH2:1]1[C:6](=[O:7])[O:5][CH2:4][C:2]1=O.[CH2:8]1[O:17][C:16]2[CH:15]=[CH:14][C:12]([NH2:13])=[CH:11][C:10]=2[O:9]1.F[C:19](F)(F)[C:20]([OH:22])=O, predict the reaction product. The product is: [OH:22][C:20]1[CH:19]=[C:11]([C:12]2([CH3:14])[C:14]3[CH:15]=[C:16]4[O:17][CH2:8][O:9][C:10]4=[CH:11][C:12]=3[NH:13][C:2]3[CH2:4][O:5][C:6](=[O:7])[C:1]2=3)[CH:10]=[CH:16][CH:15]=1. (4) Given the reactants [I:1][C:2]1[CH:8]=[CH:7][C:5]([NH2:6])=[C:4]([CH3:9])[CH:3]=1.[N:10]([O-])=O.[Na+].[C:14]([O:22][CH2:23][CH3:24])(=[O:21])[CH2:15][C:16]([O:18][CH2:19][CH3:20])=[O:17].C([O-])(=O)C.[Na+], predict the reaction product. The product is: [I:1][C:2]1[CH:8]=[CH:7][C:5]([NH:6][N:10]=[C:15]([C:16]([O:18][CH2:19][CH3:20])=[O:17])[C:14]([O:22][CH2:23][CH3:24])=[O:21])=[C:4]([CH3:9])[CH:3]=1. (5) Given the reactants [Cl:1][CH2:2][C:3]([N:5]1[CH2:9][CH2:8][CH2:7][C@@H:6]1[CH2:10][O:11][C:12]1[CH:21]=[CH:20][CH:19]=[C:18]2[C:13]=1[C:14]([NH:22][C:23]1[CH:28]=[CH:27][C:26]([O:29][CH2:30][C:31]3[CH:36]=[CH:35][CH:34]=[CH:33][N:32]=3)=[C:25]([Cl:37])[CH:24]=1)=[N:15][CH:16]=[N:17]2)=[O:4].[NH:38]1[CH2:42][CH2:41][CH2:40][CH2:39]1.Cl, predict the reaction product. The product is: [ClH:1].[Cl:37][C:25]1[CH:24]=[C:23]([NH:22][C:14]2[C:13]3[C:18](=[CH:19][CH:20]=[CH:21][C:12]=3[O:11][CH2:10][C@H:6]3[CH2:7][CH2:8][CH2:9][N:5]3[C:3](=[O:4])[CH2:2][N:38]3[CH2:42][CH2:41][CH2:40][CH2:39]3)[N:17]=[CH:16][N:15]=2)[CH:28]=[CH:27][C:26]=1[O:29][CH2:30][C:31]1[CH:36]=[CH:35][CH:34]=[CH:33][N:32]=1. (6) Given the reactants [OH:1][CH2:2][C:3]([NH:6][C:7]([C:9]1[C:13]([NH:14][C:15]([C:17]2[CH:22]=[CH:21][CH:20]=[CH:19][N:18]=2)=[O:16])=[CH:12][N:11](C2CCCCO2)[N:10]=1)=[O:8])([CH3:5])[CH3:4].O.C1(C)C=CC(S(O)(=O)=O)=CC=1.C(=O)([O-])O.[Na+], predict the reaction product. The product is: [OH:1][CH2:2][C:3]([NH:6][C:7]([C:9]1[C:13]([NH:14][C:15]([C:17]2[CH:22]=[CH:21][CH:20]=[CH:19][N:18]=2)=[O:16])=[CH:12][NH:11][N:10]=1)=[O:8])([CH3:4])[CH3:5]. (7) Given the reactants [F:1][C:2]1[CH:3]=[C:4]([CH:23]=[CH:24][C:25]=1[O:26]C)[C:5]([N:7]([C:16]1[CH:21]=[CH:20][C:19]([F:22])=[CH:18][CH:17]=1)[C:8]1[CH:13]=[CH:12][C:11]([O:14]C)=[CH:10][CH:9]=1)=[O:6].B(Br)(Br)Br, predict the reaction product. The product is: [F:1][C:2]1[CH:3]=[C:4]([CH:23]=[CH:24][C:25]=1[OH:26])[C:5]([N:7]([C:16]1[CH:21]=[CH:20][C:19]([F:22])=[CH:18][CH:17]=1)[C:8]1[CH:13]=[CH:12][C:11]([OH:14])=[CH:10][CH:9]=1)=[O:6]. (8) Given the reactants [CH2:1]([O:8][C:9]1[CH:14]=[C:13]([CH3:15])[N:12]([C:16]2[C:21]([Cl:22])=[CH:20][CH:19]=[CH:18][C:17]=2[Cl:23])[C:11](=[O:24])[CH:10]=1)[C:2]1[CH:7]=[CH:6][CH:5]=[CH:4][CH:3]=1.ClC1C=CC=C(Cl)C=1N1C(C)=CC(O)=CC1=O.C([Br:49])C1C=CC=CC=1, predict the reaction product. The product is: [CH2:1]([O:8][C:9]1[CH:14]=[C:13]([CH3:15])[N:12]([C:16]2[C:17]([Cl:23])=[CH:18][CH:19]=[CH:20][C:21]=2[Cl:22])[C:11](=[O:24])[C:10]=1[Br:49])[C:2]1[CH:7]=[CH:6][CH:5]=[CH:4][CH:3]=1. (9) Given the reactants [Cl:1][C:2]1[NH:12][C:5]2[CH:6]=[N:7][N:8]([CH3:11])[C:9](=[O:10])[C:4]=2[N:3]=1.[C:13]1(P([C:13]2[CH:18]=CC=[CH:15][CH:14]=2)[C:13]2[CH:18]=CC=[CH:15][CH:14]=2)[CH:18]=CC=[CH:15][CH:14]=1.C(O)C#CC.C(OC(N=NC(OC(C)(C)C)=O)=O)(C)(C)C, predict the reaction product. The product is: [CH2:18]([N:3]1[C:4]2[C:9](=[O:10])[N:8]([CH3:11])[N:7]=[CH:6][C:5]=2[N:12]=[C:2]1[Cl:1])[C:13]#[C:14][CH3:15].